From a dataset of Reaction yield outcomes from USPTO patents with 853,638 reactions. Predict the reaction yield, written as a fraction of the theoretical maximum amount of product (1.0 means a 100% yield; for example, 0.34 means a 34% yield). (1) The reactants are [Cl:1][C:2]1[CH:19]=[CH:18][C:5]([CH2:6][N:7]2[C:15]3[C:14](=[O:16])[NH:13][C:12](=[O:17])[NH:11][C:10]=3[N:9]=[CH:8]2)=[CH:4][CH:3]=1.C1C(=O)N([Cl:27])C(=O)C1. The catalyst is C1COCC1. The product is [Cl:27][C:8]1[N:7]([CH2:6][C:5]2[CH:18]=[CH:19][C:2]([Cl:1])=[CH:3][CH:4]=2)[C:15]2[C:14](=[O:16])[NH:13][C:12](=[O:17])[NH:11][C:10]=2[N:9]=1. The yield is 0.182. (2) The reactants are [C:1](=[O:8])([O-])[O:2][C:3]([CH3:6])([CH3:5])[CH3:4].[C:1](=[O:8])([O-])[O:2][C:3]([CH3:6])([CH3:5])[CH3:4].[NH2:17][CH2:18][C:19]1[CH:25]=[CH:24][C:22]([NH2:23])=[CH:21][C:20]=1[F:26].C(N(CC)CC)C. The catalyst is C1COCC1.C([O-])(O)=O.[Na+].ClCCl. The product is [NH2:23][C:22]1[CH:24]=[CH:25][C:19]([CH2:18][NH:17][C:1](=[O:8])[O:2][C:3]([CH3:6])([CH3:5])[CH3:4])=[C:20]([F:26])[CH:21]=1. The yield is 0.600. (3) The reactants are [Cl:1][C:2]1[C:14]2[C:13]3[C:8](=[CH:9][CH:10]=[CH:11][CH:12]=3)[C:7]([C:20]([F:23])([F:22])[F:21])([O:15]CC(O)=O)[C:6]=2[CH:5]=[C:4]([F:24])[CH:3]=1.C(N(C(C)C)C(C)C)C.C1(P(N=[N+]=[N-])(C2C=CC=CC=2)=O)C=CC=CC=1.Cl. The catalyst is C(O)(C)(C)C.C(O)(=O)C.CN(C)C=O. The product is [Cl:1][C:2]1[C:14]2[C:13]3[C:8](=[CH:9][CH:10]=[CH:11][CH:12]=3)[C:7]([C:20]([F:21])([F:22])[F:23])([OH:15])[C:6]=2[CH:5]=[C:4]([F:24])[CH:3]=1. The yield is 0.700. (4) The reactants are C1(P(=O)(C2C=CC=CC=2)C2C=CC=CC=2)C=CC=CC=1.FC(F)(F)S(OS(C(F)(F)F)(=O)=O)(=O)=O.C([S:43][C:44]([CH3:81])([CH2:74][N:75]1[CH2:80][CH2:79][S:78][CH2:77][CH2:76]1)[CH2:45][NH:46][C:47]([C:49]1[NH:50][C:51]2[C:56]([CH:57]=1)=[CH:55][C:54]([O:58][CH2:59][CH2:60][O:61][CH3:62])=[CH:53][C:52]=2[N:63]([CH3:73])[S:64]([C:67]1[CH:72]=[CH:71][CH:70]=[CH:69][N:68]=1)(=[O:66])=[O:65])=O)C1C=CC=CC=1.C1(SC)C=CC=CC=1.C(=O)(O)[O-].[Na+]. The catalyst is ClCCl. The product is [CH3:62][O:61][CH2:60][CH2:59][O:58][C:54]1[CH:55]=[C:56]2[C:51](=[C:52]([N:63]([CH3:73])[S:64]([C:67]3[CH:72]=[CH:71][CH:70]=[CH:69][N:68]=3)(=[O:66])=[O:65])[CH:53]=1)[NH:50][C:49]([C:47]1[S:43][C:44]([CH3:81])([CH2:74][N:75]3[CH2:76][CH2:77][S:78][CH2:79][CH2:80]3)[CH2:45][N:46]=1)=[CH:57]2. The yield is 0.150. (5) The reactants are FC(F)(F)C(O)=O.[CH:8]([O:11][C:12]1[CH:17]=[CH:16][C:15]([N+:18]([O-:20])=[O:19])=[CH:14][C:13]=1[CH2:21][NH2:22])([CH3:10])[CH3:9].C(=O)(O)[O-].[Na+].[C:28](O[C:28]([O:30][C:31]([CH3:34])([CH3:33])[CH3:32])=[O:29])([O:30][C:31]([CH3:34])([CH3:33])[CH3:32])=[O:29]. The catalyst is O.C1COCC1.C(OCC)(=O)C. The product is [CH:8]([O:11][C:12]1[CH:17]=[CH:16][C:15]([N+:18]([O-:20])=[O:19])=[CH:14][C:13]=1[CH2:21][NH:22][C:28](=[O:29])[O:30][C:31]([CH3:34])([CH3:33])[CH3:32])([CH3:10])[CH3:9]. The yield is 0.880. (6) The reactants are [F:1][C:2]1[CH:7]=[CH:6][C:5]([N:8]=[C:9]=S)=[CH:4][CH:3]=1.[NH:11]([C:13]([C:15]([NH:17][C:18]1[CH:35]=[CH:34][C:21]([O:22][C@@H:23]2[CH2:28][CH2:27][C@H:26]([C:29]([O:31][CH2:32][CH3:33])=[O:30])[CH2:25][CH2:24]2)=[CH:20][C:19]=1[N+:36]([O-:38])=[O:37])=[O:16])=[O:14])[NH2:12].CCN=C=NCCCN(C)C. The catalyst is CC(N(C)C)=O. The product is [F:1][C:2]1[CH:7]=[CH:6][C:5]([NH:8][C:9]2[O:14][C:13]([C:15]([NH:17][C:18]3[CH:35]=[CH:34][C:21]([O:22][C@@H:23]4[CH2:28][CH2:27][C@H:26]([C:29]([O:31][CH2:32][CH3:33])=[O:30])[CH2:25][CH2:24]4)=[CH:20][C:19]=3[N+:36]([O-:38])=[O:37])=[O:16])=[N:11][N:12]=2)=[CH:4][CH:3]=1. The yield is 0.790. (7) The reactants are [CH3:1][N:2]([CH3:19])[S:3]([N:6]1[C:14]2[C:9](=[CH:10][CH:11]=[C:12]([CH2:17][OH:18])[C:13]=2[O:15][CH3:16])[CH:8]=[N:7]1)(=[O:5])=[O:4]. The catalyst is C(Cl)Cl.[O-2].[O-2].[Mn+4]. The product is [CH3:19][N:2]([CH3:1])[S:3]([N:6]1[C:14]2[C:9](=[CH:10][CH:11]=[C:12]([CH:17]=[O:18])[C:13]=2[O:15][CH3:16])[CH:8]=[N:7]1)(=[O:4])=[O:5]. The yield is 0.930. (8) The reactants are [NH2:1][C:2]1[N:7]=[C:6]([O:8][CH3:9])[NH:5][C:4](=[O:10])[CH:3]=1.C(=O)([O-])[O-].[K+].[K+].[CH3:17][O:18][CH2:19][CH2:20][O:21][CH2:22][CH2:23]Br. The catalyst is [Cl-].C([N+](CC)(CC)CC)C1C=CC=CC=1.CC(C)=O. The product is [NH2:1][C:2]1[N:7]=[C:6]([O:8][CH3:9])[N:5]([CH2:23][CH2:22][O:21][CH2:20][CH2:19][O:18][CH3:17])[C:4](=[O:10])[CH:3]=1. The yield is 0.420.